This data is from Drug-target binding data from BindingDB using IC50 measurements. The task is: Regression. Given a target protein amino acid sequence and a drug SMILES string, predict the binding affinity score between them. We predict pIC50 (pIC50 = -log10(IC50 in M); higher means more potent). Dataset: bindingdb_ic50. (1) The compound is CC(C)Cc1ccc([C@H](C)C(=O)O)cc1. The target protein (P55926) has sequence MELKTEEEEVGGVQPVSIQAFASSSTLHGLAHIFSYERLSLKRALWALCFLGSLAVLLCVCTERVQYYFCYHHVTKLDEVAASQLTFPAVTLCNLNEFRFSQVSKNDLYHAGELLALLNNRYEIPDTQMADEKQLEILQDKANFRSFKPKPFNMREFYDRAGHDIRDMLLSCHFRGEACSAEDFKVVFTRYGKCYTFNSGQDGRPRLKTMKGGTGNGLEIMLDIQQDEYLPVWGETDETSFEAGIKVQIHSQDEPPFIDQLGFGVAPGFQTFVSCQEQRLIYLPSPWGTCNAVTMDSDFFDSYSITACRIDCETRYLVENCNCRMVHMPGDAPYCTPEQYKECADPALDFLVEKDQEYCVCEMPCNLTRYGKELSMVKIPSKASAKYLAKKFNKSEQYIGENILVLDIFFEVLNYETIEQKKAYEIAGLLGDIGGQMGLFIGASILTVLELFDYAYEVIKHRLCRRGKCQKEAKRSSADKGVALSLDDVKRHNPCESLRG.... The pIC50 is 3.5. (2) The drug is C=c1[nH]n(-c2ccccc2)c(=O)c1=CC=C1N(C)c2ccccc2C1(C)C. The target protein (P06582) has sequence MSLYHYFRPAQRSVFGDLMRDMALMERQFAPVCRISPSESSEIVNNDQKFAINLNVSQFKPEDLKINLDGRTLSIQGEQELKTDHGYSKKSFSRVILLPEDVDVGAVASNLSEDGKLSIEAPKKEAVQGRSIPIQQAIVEEKSAE. The pIC50 is 4.2. (3) The compound is O=C(Nc1cncc(-c2cnc3[nH]nc(-c4nc5c(N6CCCCC6)cncc5[nH]4)c3c2)c1)c1ccccc1. The target protein (P25054) has sequence MAAASYDQLLKQVEALKMENSNLRQELEDNSNHLTKLETEASNMKEVLKQLQGSIEDEAMASSGQIDLLERLKELNLDSSNFPGVKLRSKMSLRSYGSREGSVSSRSGECSPVPMGSFPRRGFVNGSRESTGYLEELEKERSLLLADLDKEEKEKDWYYAQLQNLTKRIDSLPLTENFSLQTDMTRRQLEYEARQIRVAMEEQLGTCQDMEKRAQRRIARIQQIEKDILRIRQLLQSQATEAERSSQNKHETGSHDAERQNEGQGVGEINMATSGNGQGSTTRMDHETASVLSSSSTHSAPRRLTSHLGTKVEMVYSLLSMLGTHDKDDMSRTLLAMSSSQDSCISMRQSGCLPLLIQLLHGNDKDSVLLGNSRGSKEARARASAALHNIIHSQPDDKRGRREIRVLHLLEQIRAYCETCWEWQEAHEPGMDQDKNPMPAPVEHQICPAVCVLMKLSFDEEHRHAMNELGGLQAIAELLQVDCEMYGLTNDHYSITLRRY.... The pIC50 is 5.9. (4) The drug is Cc1cc(O)cc(O)c1C(=O)O[C@H]1[C@@H]2COC(/C=C/CO)=CC2=CC(=O)[C@@]1(C)O. The pIC50 is 3.7. The target protein (Q9NP87) has sequence MLPKRRRARVGSPSGDAASSTPPSTRFPGVAIYLVEPRMGRSRRAFLTGLARSKGFRVLDACSSEATHVVMEETSAEEAVSWQERRMAAAPPGCTPPALLDISWLTESLGAGQPVPVECRHRLEVAGPRKGPLSPAWMPAYACQRPTPLTHHNTGLSEALEILAEAAGFEGSEGRLLTFCRAASVLKALPSPVTTLSQLQGLPHFGEHSSRVVQELLEHGVCEEVERVRRSERYQTMKLFTQIFGVGVKTADRWYREGLRTLDDLREQPQKLTQQQKAGLQHHQDLSTPVLRSDVDALQQVVEEAVGQALPGATVTLTGGFRRGKLQGHDVDFLITHPKEGQEAGLLPRVMCRLQDQGLILYHQHQHSCCESPTRLAQQSHMDAFERSFCIFRLPQPPGAAVGGSTRPCPSWKAVRVDLVVAPVSQFPFALLGWTGSKLFQRELRRFSRKEKGLWLNSHGLFDPEQKTFFQAASEEDIFRHLGLEYLPPEQRNA.